This data is from Full USPTO retrosynthesis dataset with 1.9M reactions from patents (1976-2016). The task is: Predict the reactants needed to synthesize the given product. (1) Given the product [C:1]([O:4][C@@H:5]1[C@@H:13]([C@@:14]2([CH3:48])[CH2:19][CH2:18][C@H:17]([O:20][Si:21]([C:34]([CH3:35])([CH3:36])[CH3:37])([C:22]3[CH:27]=[CH:26][CH:25]=[CH:24][CH:23]=3)[C:28]3[CH:33]=[CH:32][CH:31]=[CH:30][CH:29]=3)[CH2:16][C@@H:15]2[CH2:38][CH2:39][OH:40])[CH2:12][CH2:11][C@@:10]2([CH3:49])[C@H:6]1[CH2:7][CH2:8][C:9]2=[O:50])(=[O:3])[CH3:2], predict the reactants needed to synthesize it. The reactants are: [C:1]([O:4][C@@H:5]1[C@@H:13]([C@@:14]2([CH3:48])[CH2:19][CH2:18][C@H:17]([O:20][Si:21]([C:34]([CH3:37])([CH3:36])[CH3:35])([C:28]3[CH:33]=[CH:32][CH:31]=[CH:30][CH:29]=3)[C:22]3[CH:27]=[CH:26][CH:25]=[CH:24][CH:23]=3)[CH2:16][C@@H:15]2[CH2:38][CH2:39][O:40][Si](C(C)(C)C)(C)C)[CH2:12][CH2:11][C@@:10]2([CH3:49])[C@H:6]1[CH2:7][CH2:8][C:9]12OCC[O:50]1)(=[O:3])[CH3:2].O.CC(C)=O. (2) Given the product [Cl:26][C:5]1[CH:4]=[C:3]([F:27])[C:2]([NH:1][C:29](=[O:30])[NH:28][C:31]2[CH:36]=[CH:35][C:34]([C:37]([F:38])([F:40])[F:39])=[CH:33][CH:32]=2)=[CH:25][C:6]=1[O:7][C:8]1[CH:22]=[CH:21][C:11]2[N:12]=[C:13]([NH:15][C:16]([CH:18]3[CH2:20][CH2:19]3)=[O:17])[S:14][C:10]=2[C:9]=1[C:23]#[N:24], predict the reactants needed to synthesize it. The reactants are: [NH2:1][C:2]1[C:3]([F:27])=[CH:4][C:5]([Cl:26])=[C:6]([CH:25]=1)[O:7][C:8]1[CH:22]=[CH:21][C:11]2[N:12]=[C:13]([NH:15][C:16]([CH:18]3[CH2:20][CH2:19]3)=[O:17])[S:14][C:10]=2[C:9]=1[C:23]#[N:24].[N:28]([C:31]1[CH:36]=[CH:35][C:34]([C:37]([F:40])([F:39])[F:38])=[CH:33][CH:32]=1)=[C:29]=[O:30]. (3) Given the product [F:20][C:19]1[C:2]2[O:30][N:29]=[C:27]([CH3:28])[C:3]=2[CH:4]=[C:5]2[C:18]=1[N:17]1[CH2:21][C@@H:22]([CH3:26])[O:23][C@@H:24]([CH3:25])[C@@H:16]1[C:7]1([C:8](=[O:15])[NH:9][C:10](=[O:14])[NH:11][C:12]1=[O:13])[CH2:6]2, predict the reactants needed to synthesize it. The reactants are: F[C:2]1[C:19]([F:20])=[C:18]2[C:5]([CH2:6][C:7]3([C@H:16]4[C@H:24]([CH3:25])[O:23][C@H:22]([CH3:26])[CH2:21][N:17]42)[C:12](=[O:13])[NH:11][C:10](=[O:14])[NH:9][C:8]3=[O:15])=[CH:4][C:3]=1/[C:27](=[N:29]/[OH:30])/[CH3:28]. (4) Given the product [Br:23][C:16]1[CH:15]=[C:14]([S:11]([NH:10][C:9]2[CH:8]=[CH:7][S:6][C:5]=2[C:3]([OH:4])=[O:2])(=[O:12])=[O:13])[C:22]2[O:21][CH2:20][CH2:19][C:18]=2[CH:17]=1, predict the reactants needed to synthesize it. The reactants are: C[O:2][C:3]([C:5]1[S:6][CH:7]=[CH:8][C:9]=1[NH:10][S:11]([C:14]1[C:22]2[O:21][CH2:20][CH2:19][C:18]=2[CH:17]=[C:16]([Br:23])[CH:15]=1)(=[O:13])=[O:12])=[O:4].[OH-].[Li+]. (5) Given the product [OH:8][C:9]1[CH:14]=[CH:13][C:12]([C:15]2[CH:20]=[CH:19][CH:18]=[C:17]([CH:21]=[O:22])[C:16]=2[CH3:23])=[C:11]([CH3:24])[CH:10]=1, predict the reactants needed to synthesize it. The reactants are: [Si]([O:8][C:9]1[CH:14]=[CH:13][C:12]([C:15]2[CH:20]=[CH:19][CH:18]=[C:17]([CH:21]=[O:22])[C:16]=2[CH3:23])=[C:11]([CH3:24])[CH:10]=1)(C(C)(C)C)(C)C.[F-].C([N+](CCCC)(CCCC)CCCC)CCC.[Cl-].[NH4+]. (6) Given the product [CH2:1]([N:3]1[C:7]2=[N:8][C:9]([CH2:48][CH3:49])=[C:10]([CH2:19][NH:20][C:21]([C:23]3[CH:28]=[CH:27][CH:26]=[C:25]([C:29]([NH:31][CH2:32][C:33]4[C:34]([CH3:47])=[C:35]([C:39]5[CH:44]=[CH:43][CH:42]=[C:41]([CH2:56][N:50]6[CH2:51][CH2:52][NH:53][CH2:54][CH2:55]6)[CH:40]=5)[CH:36]=[CH:37][CH:38]=4)=[O:30])[CH:24]=3)=[O:22])[C:11]([NH:12][CH:13]3[CH2:18][CH2:17][O:16][CH2:15][CH2:14]3)=[C:6]2[CH:5]=[N:4]1)[CH3:2], predict the reactants needed to synthesize it. The reactants are: [CH2:1]([N:3]1[C:7]2=[N:8][C:9]([CH2:48][CH3:49])=[C:10]([CH2:19][NH:20][C:21]([C:23]3[CH:28]=[CH:27][CH:26]=[C:25]([C:29]([NH:31][CH2:32][C:33]4[C:34]([CH3:47])=[C:35]([C:39]5[CH:44]=[CH:43][CH:42]=[C:41](C=O)[CH:40]=5)[CH:36]=[CH:37][CH:38]=4)=[O:30])[CH:24]=3)=[O:22])[C:11]([NH:12][CH:13]3[CH2:18][CH2:17][O:16][CH2:15][CH2:14]3)=[C:6]2[CH:5]=[N:4]1)[CH3:2].[N:50]1([C:56](OC(C)(C)C)=O)[CH2:55][CH2:54][NH:53][CH2:52][CH2:51]1.C(O[BH-](OC(=O)C)OC(=O)C)(=O)C.[Na+].CC(O)=O. (7) Given the product [CH:1]1[C:7]([NH2:8])=[N:6][C:4](=[O:5])[N:3]([C@@H:9]2[O:13][C@H:12]([CH2:14][OH:15])[C@@H:11]([OH:16])[C:10]2([F:17])[F:18])[CH:2]=1, predict the reactants needed to synthesize it. The reactants are: [CH:1]1[C:7]([NH2:8])=[N:6][C:4](=[O:5])[N:3]([C@@H:9]2[O:13][C@H:12]([CH2:14][OH:15])[C@@H:11]([OH:16])[C:10]2([F:18])[F:17])[CH:2]=1.Cl.OP([O-])(O)=O.OP([O-])([O-])=O.[Na+].[Na+].[Na+].[Cl-].[Cl-].[K+].[K+]. (8) Given the product [ClH:41].[CH2:1]([C:3]1[S:40][C:6]2[N:7]([CH2:21][C:22]3[CH:27]=[CH:26][C:25]([C:28]4[CH:33]=[CH:32][CH:31]=[CH:30][C:29]=4[C:34]4[NH:38][C:37](=[O:39])[O:36][N:35]=4)=[CH:24][CH:23]=3)[C:8](=[O:20])[N:9]([CH2:12][CH2:13][N:14]3[CH2:15][CH2:16][O:17][CH2:18][CH2:19]3)[C:10](=[O:11])[C:5]=2[CH:4]=1)[CH3:2], predict the reactants needed to synthesize it. The reactants are: [CH2:1]([C:3]1[S:40][C:6]2[N:7]([CH2:21][C:22]3[CH:27]=[CH:26][C:25]([C:28]4[CH:33]=[CH:32][CH:31]=[CH:30][C:29]=4[C:34]4[NH:38][C:37](=[O:39])[O:36][N:35]=4)=[CH:24][CH:23]=3)[C:8](=[O:20])[N:9]([CH2:12][CH2:13][N:14]3[CH2:19][CH2:18][O:17][CH2:16][CH2:15]3)[C:10](=[O:11])[C:5]=2[CH:4]=1)[CH3:2].[ClH:41].